From a dataset of Full USPTO retrosynthesis dataset with 1.9M reactions from patents (1976-2016). Predict the reactants needed to synthesize the given product. The reactants are: [C:1]1([C:7]#[C:8][C:9]2[CH:10]=[CH:11][C:12]([NH2:15])=[N:13][CH:14]=2)[CH:6]=[CH:5][CH:4]=[CH:3][CH:2]=1.[CH3:16][O:17][C:18]([CH3:23])([CH3:22])[C:19](O)=[O:20].F[B-](F)(F)F.BrC1C=CC=C[N+]=1CC.CCN(C(C)C)C(C)C. Given the product [CH3:16][O:17][C:18]([CH3:23])([CH3:22])[C:19]([NH:15][C:12]1[CH:11]=[CH:10][C:9]([C:8]#[C:7][C:1]2[CH:6]=[CH:5][CH:4]=[CH:3][CH:2]=2)=[CH:14][N:13]=1)=[O:20], predict the reactants needed to synthesize it.